Dataset: Catalyst prediction with 721,799 reactions and 888 catalyst types from USPTO. Task: Predict which catalyst facilitates the given reaction. (1) Reactant: [Cl:1][C:2]1[N:7]=[C:6]([C:8]([F:11])([F:10])[F:9])[C:5]([C:12](Cl)=[O:13])=[CH:4][N:3]=1.ClCCl.[NH:18]1[CH2:23][CH2:22][O:21][CH2:20][CH2:19]1.C(N(CC)CC)C. Product: [Cl:1][C:2]1[N:7]=[C:6]([C:8]([F:11])([F:10])[F:9])[C:5]([C:12]([N:18]2[CH2:23][CH2:22][O:21][CH2:20][CH2:19]2)=[O:13])=[CH:4][N:3]=1. The catalyst class is: 69. (2) The catalyst class is: 399. Reactant: [NH:1]([C:3]1[N:12]=[CH:11][CH:10]=[C:9]2[C:4]=1[CH:5]=[C:6]([C:31]1[CH:36]=[CH:35][CH:34]=[CH:33][CH:32]=1)[C:7]([C:13]1[CH:18]=[CH:17][C:16]([C:19]3([NH:23][C:24](=[O:30])[O:25][C:26]([CH3:29])([CH3:28])[CH3:27])[CH2:22][CH2:21][CH2:20]3)=[CH:15][CH:14]=1)=[N:8]2)[NH2:2].C(Cl)CCl.C1C=CC2N(O)N=NC=2C=1.[CH3:51][N:52]1[CH:56]=[C:55]([C:57](O)=[O:58])[N:54]=[CH:53]1. Product: [CH3:51][N:52]1[CH:56]=[C:55]([C:57]([NH:2][NH:1][C:3]2[N:12]=[CH:11][CH:10]=[C:9]3[C:4]=2[CH:5]=[C:6]([C:31]2[CH:32]=[CH:33][CH:34]=[CH:35][CH:36]=2)[C:7]([C:13]2[CH:18]=[CH:17][C:16]([C:19]4([NH:23][C:24](=[O:30])[O:25][C:26]([CH3:29])([CH3:28])[CH3:27])[CH2:22][CH2:21][CH2:20]4)=[CH:15][CH:14]=2)=[N:8]3)=[O:58])[N:54]=[CH:53]1. (3) Reactant: [CH2:1]([O:3][C:4]([N:6]1[C:10]2[S:11][C:12]([C:14]([O:16][C:17]([CH3:20])([CH3:19])[CH3:18])=[O:15])=[CH:13][C:9]=2[C:8]([NH:21][C:22](=[O:32])[C:23]2[CH:28]=[CH:27][CH:26]=[CH:25][C:24]=2[N+:29]([O-])=O)=[N:7]1)=[O:5])[CH3:2]. Product: [CH2:1]([O:3][C:4]([N:6]1[C:10]2[S:11][C:12]([C:14]([O:16][C:17]([CH3:20])([CH3:18])[CH3:19])=[O:15])=[CH:13][C:9]=2[C:8]([NH:21][C:22](=[O:32])[C:23]2[CH:28]=[CH:27][CH:26]=[CH:25][C:24]=2[NH2:29])=[N:7]1)=[O:5])[CH3:2]. The catalyst class is: 78. (4) Reactant: [OH-].[Li+].[Br:3][C:4]1[CH:5]=[CH:6][C:7]([O:21][CH2:22][C:23]2[CH:28]=[CH:27][C:26]([Cl:29])=[CH:25][CH:24]=2)=[C:8]([CH:20]=1)[C:9]([O:11]CC1C=CC(Cl)=CC=1)=[O:10]. Product: [Br:3][C:4]1[CH:5]=[CH:6][C:7]([O:21][CH2:22][C:23]2[CH:24]=[CH:25][C:26]([Cl:29])=[CH:27][CH:28]=2)=[C:8]([CH:20]=1)[C:9]([OH:11])=[O:10]. The catalyst class is: 90. (5) Reactant: Cl.Cl[CH2:3][C:4]1[CH:9]=[N:8][CH:7]=[C:6]2[O:10]C(C)(C)[O:12][CH2:13][C:5]=12.[C:16]([O-])(=O)C.[Na+]. Product: [OH:12][CH2:13][C:5]1[C:4]([CH3:3])=[CH:9][N:8]=[C:7]([CH3:16])[C:6]=1[OH:10]. The catalyst class is: 45. (6) Reactant: [CH3:1][CH2:2][O:3][C:4]1[CH:5]=[CH:6][C:7]([C:13]2[S:17][CH:16]=[C:15]([C:18]3[CH:19]=[CH:20][CH:21]=[C:22]([C:24]([OH:26])=[O:25])[N:23]=3)[N:14]=2)=[CH:8][C:9]=1[O:10][CH2:11][CH3:12]. Product: [CH3:1][CH2:2][O:3][C:4]1[CH:5]=[CH:6][C:7]([C:13]2[S:17][CH:16]=[C:15]([C:18]3[CH:19]=[CH:20][CH:21]=[C:22]([C:24]([OH:26])=[O:25])[N:23]=3)[N:14]=2)=[CH:8][C:9]=1[O:10][CH2:11][CH3:12].[C:13](#[N:14])[CH3:7]. The catalyst class is: 10.